This data is from Experimentally validated miRNA-target interactions with 360,000+ pairs, plus equal number of negative samples. The task is: Binary Classification. Given a miRNA mature sequence and a target amino acid sequence, predict their likelihood of interaction. (1) The miRNA is mmu-miR-7054-5p with sequence UAGGAAGGUGGUUGGGCUGAGUACU. The protein sequence of the target gene is MASFPPRVNEKEIVRSRTIGELLAPAAPFDKKCGGENWTVAFAPDGSYFAWSQGYRIVKLVPWSQCRKNFLLHGSKNVTNSSCLKLARQNSNGGQKNKPPEHVIDCGDIVWSLAFGSSVPEKQSRCVNIEWHRFRFGQDQLLLATGLNNGRIKIWDVYTGKLLLNLVDHIEMVRDLTFAPDGSLLLVSASRDKTLRVWDLKDDGNMVKVLRAHQNWVYSCAFSPDCSMLCSVGASKAVFLWNMDKYTMIRKLEGHHHDVVACDFSPDGALLATASYDTRVYVWDPHNGDLLMEFGHLFPS.... Result: 0 (no interaction). (2) The miRNA is hsa-miR-6891-3p with sequence CCCUCAUCUUCCCCUCCUUUC. The protein sequence of the target gene is MDRLKSHLTVCFLPSVPFLILVSTLATAKSVTNSTLNGTNVVLGSVPVIIARTDHIIVKEGNSALINCSVYGIPDPQFKWYNSIGKLLKEEEDEKERGGGKWQMHDSGLLNITKVSFSDRGKYTCVASNIYGTVNNTVTLRVIFTSGDMGVYYMVVCLVAFTIVMVLNITRLCMMSSHLKKTEKAINEFFRTEGAEKLQKAFEIAKRIPIITSAKTLELAKVTQFKTMEFARYIEELARSVPLPPLIMNCRTIMEEIMEVVGLEEQGQNFVRHTPEGQEAADRDEVYTIPNSLKRSDSPA.... Result: 0 (no interaction). (3) The miRNA is ath-miR167b with sequence UGAAGCUGCCAGCAUGAUCUA. The protein sequence of the target gene is MSALLRLLRTGAPAAACLRLGTSAGTGSRRAMALYHTEERGQPCSQNYRLFFKNVTGHYISPFHDIPLKVNSKEENGIPMKKARNDEYENLFNMIVEIPRWTNAKMEIATKEPMNPIKQYVKDGKLRYVANIFPYKGYIWNYGTLPQTWEDPHEKDKSTNCFGDNDPIDVCEIGSKILSCGEVIHVKILGILALIDEGETDWKLIAINANDPEASKFHDIDDVKKFKPGYLEATLNWFRLYKVPDGKPENQFAFNGEFKNKAFALEVIKSTHQCWKALLMKKCNGGAINCTNVQISDSPF.... Result: 0 (no interaction). (4) The miRNA is mmu-miR-3069-5p with sequence UUGGCAGUCAAGAUAUUGUUUAGC. The protein sequence of the target gene is MKFPASVLASVFLFVAETTAALSLSSTYRSGGDRMWQALTLLFSLLPCALVQLTLLFVHRDLSRDRPLVLLLHLLQLGPLFRCFEVFCIYFQSGNNEEPYVSITKKRQMPKNGLSEEIEKEVGQAEGKLITHRSAFSRASVIQAFLGSAPQLTLQLYISVMQQDVTVGRSLLMTISLLSIVYGALRCNILAIKIKYDEYEVKVKPLAYVCIFLWRSFEIATRVVVLVLFTSVLKTWVVVIILINFFSFFLYPWILFWCSGSPFPENIEKALSRVGTTIVLCFLTLLYTGINMFCWSAVQL.... Result: 0 (no interaction). (5) The miRNA is hsa-miR-1915-5p with sequence ACCUUGCCUUGCUGCCCGGGCC. The protein sequence of the target gene is MNLDGSAQDPEKREYSSVCVGREDDIKKSERMTAVVHDREVVIFYHKGEYHAMDIRCYHSGGPLHLGDIEDFDGRPCIVCPWHKYKITLATGEGLYQSINPKDPSAKPKWCSKGIKQRIHTVTVDNGNIYVTLSNEPFKCDSDFYATGDFKVIKSSS. Result: 0 (no interaction). (6) The miRNA is mmu-miR-3473a with sequence UGGAGAGAUGGCUCAGCA. The protein sequence of the target gene is MTMSLIQACRSLALSTWLLSFCFVHLLCLDFTVAEKEEWYTAFVNITYLEPEPGAAVAGSGGGAELHTEKSECGRYGEHSPKQDARGEVVMASSAQDRLACDPNTKFAAPAHGKHWIALIPKGNCTYRDKIRNAFLQNASAVVIFNVGSNTNETITMPHAGVEDIVAIMIPEPKGKEIVSLLERNITVTMYITIGTRNLQKYVSRTSVVFVSISFIVLMIISLAWLVFYYIQRFRYANARDRNQRRLGDAAKKAISKLQVRTIRKGDKETESDFDNCAVCIEGYKPNDVVRILPCRHLFH.... Result: 1 (interaction).